From a dataset of Forward reaction prediction with 1.9M reactions from USPTO patents (1976-2016). Predict the product of the given reaction. Given the reactants C1(N)C(F)=C(F)C(F)=C(N)C=1F.Cl.Cl.[CH2:15]([C@@H:17]1[CH2:26][C:25]2[N:24]=[CH:23][N:22]=[C:21]([N:27]3[CH2:33][C:32]4[CH:34]=[C:35](B(O)O)[CH:36]=[CH:37][C:31]=4[O:30][CH2:29][CH2:28]3)[C:20]=2[CH2:19][CH2:18]1)[CH3:16].[NH2:41][C:42]1[C:47]([S:48]([N:51]2[CH2:56][C@@H:55]3[CH2:57][C@H:52]2[CH2:53][N:54]3C(OC(C)(C)C)=O)(=[O:50])=[O:49])=[CH:46][C:45](Br)=[CH:44][N:43]=1, predict the reaction product. The product is: [C@H:52]12[CH2:57][C@H:55]([NH:54][CH2:53]1)[CH2:56][N:51]2[S:48]([C:47]1[C:42]([NH2:41])=[N:43][CH:44]=[C:45]([C:35]2[CH:36]=[CH:37][C:31]3[O:30][CH2:29][CH2:28][N:27]([C:21]4[C:20]5[CH2:19][CH2:18][C@H:17]([CH2:15][CH3:16])[CH2:26][C:25]=5[N:24]=[CH:23][N:22]=4)[CH2:33][C:32]=3[CH:34]=2)[CH:46]=1)(=[O:49])=[O:50].